Dataset: Peptide-MHC class II binding affinity with 134,281 pairs from IEDB. Task: Regression. Given a peptide amino acid sequence and an MHC pseudo amino acid sequence, predict their binding affinity value. This is MHC class II binding data. (1) The peptide sequence is YDKFLANVSTVLTGS. The MHC is DRB1_0802 with pseudo-sequence DRB1_0802. The binding affinity (normalized) is 0.838. (2) The peptide sequence is KLCPNNLCCSQWGWC. The MHC is DRB1_0901 with pseudo-sequence DRB1_0901. The binding affinity (normalized) is 0.0301. (3) The peptide sequence is RNSRWSSPDNVKPLY. The MHC is DRB1_0701 with pseudo-sequence DRB1_0701. The binding affinity (normalized) is 0.387. (4) The peptide sequence is LIRKHIPERCEFGHQ. The binding affinity (normalized) is 0.267. The MHC is DRB1_0101 with pseudo-sequence DRB1_0101. (5) The peptide sequence is NGVIKILTYPWDRIE. The MHC is HLA-DQA10102-DQB10501 with pseudo-sequence HLA-DQA10102-DQB10501. The binding affinity (normalized) is 0.703. (6) The peptide sequence is FGQNTSAIAAAEAQY. The MHC is HLA-DQA10301-DQB10302 with pseudo-sequence HLA-DQA10301-DQB10302. The binding affinity (normalized) is 0.206.